From a dataset of Catalyst prediction with 721,799 reactions and 888 catalyst types from USPTO. Predict which catalyst facilitates the given reaction. (1) Reactant: [C:1]([N:8]1[CH2:13][CH2:12][NH:11][CH2:10][CH2:9]1)([O:3][C:4]([CH3:7])([CH3:6])[CH3:5])=[O:2].C([O-])([O-])=O.[K+].[K+].[Cl:20][C:21]1[C:26](Cl)=[N:25][CH:24]=[CH:23][N:22]=1. Product: [Cl:20][C:21]1[C:26]([N:11]2[CH2:10][CH2:9][N:8]([C:1]([O:3][C:4]([CH3:7])([CH3:6])[CH3:5])=[O:2])[CH2:13][CH2:12]2)=[N:25][CH:24]=[CH:23][N:22]=1. The catalyst class is: 10. (2) Reactant: C(N(CC)CC)C.[CH:8]1([C:11](Cl)=[O:12])[CH2:10][CH2:9]1.[NH2:14][C:15]1[C:24]2[N:25]=[C:26]([CH2:33][O:34][NH2:35])[N:27]([CH2:28][C:29]([CH3:32])([OH:31])[CH3:30])[C:23]=2[C:22]2[CH:21]=[CH:20][CH:19]=[CH:18][C:17]=2[N:16]=1. Product: [NH2:14][C:15]1[C:24]2[N:25]=[C:26]([CH2:33][O:34][NH:35][C:11]([CH:8]3[CH2:10][CH2:9]3)=[O:12])[N:27]([CH2:28][C:29]([OH:31])([CH3:32])[CH3:30])[C:23]=2[C:22]2[CH:21]=[CH:20][CH:19]=[CH:18][C:17]=2[N:16]=1. The catalyst class is: 3.